This data is from Reaction yield outcomes from USPTO patents with 853,638 reactions. The task is: Predict the reaction yield, written as a fraction of the theoretical maximum amount of product (1.0 means a 100% yield; for example, 0.34 means a 34% yield). (1) The reactants are [C:1]([NH:8][C@@H:9]([C:13]([OH:15])=O)[CH:10]([CH3:12])[CH3:11])([O:3][C:4]([CH3:7])([CH3:6])[CH3:5])=[O:2].C(Cl)CCl.C1C=CC2N(O)N=NC=2C=1.Cl.[Cl:31][C:32]1[CH:37]=[CH:36][C:35]([C:38]2([OH:46])[CH2:43][CH2:42][NH:41][CH2:40][C:39]2([CH3:45])[CH3:44])=[CH:34][C:33]=1[O:47][CH3:48].CCN(C(C)C)C(C)C. The catalyst is ClCCl. The product is [Cl:31][C:32]1[CH:37]=[CH:36][C:35]([C:38]2([OH:46])[CH2:43][CH2:42][N:41]([C:13](=[O:15])[C@H:9]([NH:8][C:1](=[O:2])[O:3][C:4]([CH3:5])([CH3:6])[CH3:7])[CH:10]([CH3:11])[CH3:12])[CH2:40][C:39]2([CH3:44])[CH3:45])=[CH:34][C:33]=1[O:47][CH3:48]. The yield is 0.990. (2) The reactants are [CH3:1][C:2]1[CH:3]=[C:4]([NH2:9])[C:5]([NH2:8])=[CH:6][CH:7]=1.[CH:10]([CH:12]=O)=O. The catalyst is C(O)(C)C. The product is [CH3:1][C:2]1[CH:3]=[C:4]2[C:5](=[CH:6][CH:7]=1)[N:8]=[CH:12][CH:10]=[N:9]2. The yield is 0.930. (3) The reactants are Cl.[CH3:2][O:3][NH:4][CH3:5].Cl.C(N=C=NCCCN(C)C)C.O.N1(O)C2C=CC=CC=2N=N1.C(N(CC)CC)C.[C:36]([O:40][C:41]([N:43]1[CH2:48][CH2:47][CH:46]([CH2:49][C:50]([OH:52])=O)[CH2:45][CH2:44]1)=[O:42])([CH3:39])([CH3:38])[CH3:37]. The catalyst is C(Cl)Cl. The product is [CH3:2][O:3][N:4]([CH3:5])[C:50](=[O:52])[CH2:49][CH:46]1[CH2:45][CH2:44][N:43]([C:41]([O:40][C:36]([CH3:37])([CH3:38])[CH3:39])=[O:42])[CH2:48][CH2:47]1. The yield is 1.01.